Dataset: Catalyst prediction with 721,799 reactions and 888 catalyst types from USPTO. Task: Predict which catalyst facilitates the given reaction. (1) Reactant: [F-].C([N+](CCCC)(CCCC)CCCC)CCC.[CH3:19][O:20][C:21](=[O:61])[CH2:22][C:23]1[CH:24]=[N:25][CH:26]=[C:27]([C:29]2[CH:34]=[CH:33][C:32]([C:35]([CH2:58][CH3:59])([C:38]3[CH:43]=[CH:42][C:41]([C:44]#[C:45][C:46]4([O:52][Si](C)(C)C)[CH2:51][CH2:50][S:49][CH2:48][CH2:47]4)=[C:40]([CH3:57])[CH:39]=3)[CH2:36][CH3:37])=[CH:31][C:30]=2[CH3:60])[CH:28]=1.O. Product: [CH3:19][O:20][C:21](=[O:61])[CH2:22][C:23]1[CH:24]=[N:25][CH:26]=[C:27]([C:29]2[CH:34]=[CH:33][C:32]([C:35]([CH2:36][CH3:37])([C:38]3[CH:43]=[CH:42][C:41]([C:44]#[C:45][C:46]4([OH:52])[CH2:47][CH2:48][S:49][CH2:50][CH2:51]4)=[C:40]([CH3:57])[CH:39]=3)[CH2:58][CH3:59])=[CH:31][C:30]=2[CH3:60])[CH:28]=1. The catalyst class is: 7. (2) Reactant: C([Cl:4])(C)=O.[NH2:5][CH:6]1[CH:13]2[CH2:14][C:9]3([C:16]([OH:18])=[O:17])[CH2:10][CH:11]([CH2:15][CH:7]1[CH2:8]3)[CH2:12]2. Product: [ClH:4].[NH2:5][CH:6]1[CH:13]2[CH2:14][C:9]3([C:16]([OH:18])=[O:17])[CH2:10][CH:11]([CH2:15][CH:7]1[CH2:8]3)[CH2:12]2. The catalyst class is: 5. (3) Reactant: [CH:1]([C:3]1[C:11]2[C:6](=[CH:7][CH:8]=[C:9]([C:12]([O:14][CH3:15])=[O:13])[CH:10]=2)[NH:5][CH:4]=1)=O.O.C1(C)C=CC(S(O)(=O)=O)=CC=1. Product: [CH3:1][C:3]1[C:11]2[C:6](=[CH:7][CH:8]=[C:9]([C:12]([O:14][CH3:15])=[O:13])[CH:10]=2)[NH:5][CH:4]=1. The catalyst class is: 39. (4) Product: [CH3:12][C:13]([C:19]([F:22])([F:21])[F:20])([CH:17]=[CH2:18])[CH2:14][C:15]1[N:34]=[CH:3][NH:4][CH:5]=1. The catalyst class is: 539. Reactant: C1C=[CH:3][NH+:4]=[CH:5]C=1.[O-][Cr](Cl)(=O)=O.[CH3:12][C:13]([C:19]([F:22])([F:21])[F:20])([CH:17]=[CH2:18])[CH2:14][CH2:15]O.CC1C=CC(S(C[N+:34]#[C-])(=O)=O)=CC=1.CC(C)([O-])C.[K+]. (5) Reactant: [Li+].[OH-].C[CH:4]([C@@H:8]1[CH2:13][CH2:12][N:11]([C@@H:14]([C:20]2[CH:25]=[CH:24][C:23]([C:26](=[O:33])[C:27]3[CH:32]=[CH:31][CH:30]=[CH:29][CH:28]=3)=[CH:22][CH:21]=2)[CH2:15][CH2:16][CH:17]([CH3:19])[CH3:18])[C@H:10]([C:34]2[CH:39]=[CH:38][C:37]([C:40]([F:43])([F:42])[F:41])=[CH:36][CH:35]=2)[CH2:9]1)[C:5]([O-:7])=[O:6]. Product: [C:26]([C:23]1[CH:22]=[CH:21][C:20]([C@H:14]([N:11]2[CH2:12][CH2:13][C@@H:8]([CH2:4][C:5]([OH:7])=[O:6])[CH2:9][C@H:10]2[C:34]2[CH:39]=[CH:38][C:37]([C:40]([F:42])([F:41])[F:43])=[CH:36][CH:35]=2)[CH2:15][CH2:16][CH:17]([CH3:18])[CH3:19])=[CH:25][CH:24]=1)(=[O:33])[C:27]1[CH:28]=[CH:29][CH:30]=[CH:31][CH:32]=1. The catalyst class is: 90.